From a dataset of Forward reaction prediction with 1.9M reactions from USPTO patents (1976-2016). Predict the product of the given reaction. (1) Given the reactants Cl[C:2]1[C:11]([C:12]([OH:14])=[O:13])=[CH:10][C:9]2[C:4](=[CH:5][CH:6]=[C:7]([Cl:15])[CH:8]=2)[N:3]=1.[NH2:16][CH:17]([CH2:21][C:22]1[CH:27]=[CH:26][CH:25]=[CH:24][N:23]=1)[C:18]([OH:20])=[O:19], predict the reaction product. The product is: [C:18]([CH:17]([NH:16][C:2]1[C:11]([C:12]([OH:14])=[O:13])=[CH:10][C:9]2[C:4](=[CH:5][CH:6]=[C:7]([Cl:15])[CH:8]=2)[N:3]=1)[CH2:21][C:22]1[CH:27]=[CH:26][CH:25]=[CH:24][N:23]=1)([OH:20])=[O:19]. (2) Given the reactants [CH:1]1[C:10]2[CH:9]=[CH:8][CH:7]=[C:6]([CH:11]=O)[C:5]=2[CH:4]=[CH:3][N:2]=1.[CH3:13][O:14][C:15]1[CH:16]=[C:17]([CH:19]=[CH:20][CH:21]=1)[NH2:18], predict the reaction product. The product is: [CH:1]1[C:10]2[C:5](=[C:6]([CH:11]=[N:18][C:17]3[CH:19]=[CH:20][CH:21]=[C:15]([O:14][CH3:13])[CH:16]=3)[CH:7]=[CH:8][CH:9]=2)[CH:4]=[CH:3][N:2]=1. (3) Given the reactants C(OC(=O)[NH:10][C:11]1[CH:16]=[CH:15][C:14]([C:17]([CH3:20])([CH3:19])[CH3:18])=[C:13]([NH:21][CH:22]=[O:23])[CH:12]=1)C1C=CC=CC=1.CO, predict the reaction product. The product is: [NH2:10][C:11]1[CH:16]=[CH:15][C:14]([C:17]([CH3:20])([CH3:19])[CH3:18])=[C:13]([NH:21][CH:22]=[O:23])[CH:12]=1. (4) Given the reactants N1C2C(=CC=CC=2)C=C1.[CH3:10][O:11][CH2:12][C:13](Cl)=[O:14].C([C:19]1[C:27]2[C:22](=[CH:23][CH:24]=[C:25](OC(F)(F)F)[CH:26]=2)[N:21]([CH2:33][C:34]([OH:36])=[O:35])[CH:20]=1)(=O)C, predict the reaction product. The product is: [CH3:10][O:11][CH2:12][C:13]([C:19]1[C:27]2[C:22](=[CH:23][CH:24]=[CH:25][CH:26]=2)[N:21]([CH2:33][C:34]([OH:36])=[O:35])[CH:20]=1)=[O:14].